From a dataset of TCR-epitope binding with 47,182 pairs between 192 epitopes and 23,139 TCRs. Binary Classification. Given a T-cell receptor sequence (or CDR3 region) and an epitope sequence, predict whether binding occurs between them. (1) The epitope is LLMPILTLT. The TCR CDR3 sequence is CAISGGGRFLSSYNEQFF. Result: 0 (the TCR does not bind to the epitope). (2) The epitope is KLSALGINAV. The TCR CDR3 sequence is CASKQEWGNTEAFF. Result: 0 (the TCR does not bind to the epitope). (3) The epitope is AMFWSVPTV. The TCR CDR3 sequence is CASSDSTGKQPQHF. Result: 0 (the TCR does not bind to the epitope).